Dataset: Retrosynthesis with 50K atom-mapped reactions and 10 reaction types from USPTO. Task: Predict the reactants needed to synthesize the given product. The reactants are: CCOC(C)=O.O=C(O)CCCCCCCCCCBr. Given the product CCOCCCCCCCCCCC(=O)O, predict the reactants needed to synthesize it.